Task: Predict the reactants needed to synthesize the given product.. Dataset: Full USPTO retrosynthesis dataset with 1.9M reactions from patents (1976-2016) (1) Given the product [Cl-:47].[C:1]1([C:41]2[CH:46]=[CH:45][CH:44]=[CH:43][CH:42]=2)[CH:6]=[C:5]([CH2:7][NH2+:8][CH2:9][CH2:10][CH2:11][NH2+:12][CH2:13][CH2:14][CH2:15][NH3+:16])[CH:4]=[C:3]([CH2:24][NH2+:25][CH2:26][CH2:27][CH2:28][NH2+:29][CH2:30][CH2:31][CH2:32][NH3+:33])[CH:2]=1.[Cl-:47].[Cl-:47].[Cl-:47].[Cl-:47].[Cl-:47], predict the reactants needed to synthesize it. The reactants are: [C:1]1([C:41]2[CH:46]=[CH:45][CH:44]=[CH:43][CH:42]=2)[CH:6]=[C:5]([CH2:7][NH:8][CH2:9][CH2:10][CH2:11][NH:12][CH2:13][CH2:14][CH2:15][NH:16]C(=O)OC(C)(C)C)[CH:4]=[C:3]([CH2:24][NH:25][CH2:26][CH2:27][CH2:28][NH:29][CH2:30][CH2:31][CH2:32][NH:33]C(=O)OC(C)(C)C)[CH:2]=1.[ClH:47]. (2) Given the product [Br:1][C:2]1[CH:3]=[N:4][C:5]2[N:6]([N:8]=[C:9]([C:11]([N:22]3[CH2:21][CH2:20][C:19]4[C:24](=[CH:25][C:16]([O:15][CH3:14])=[C:17]([OH:26])[CH:18]=4)[CH2:23]3)=[O:13])[CH:10]=2)[CH:7]=1, predict the reactants needed to synthesize it. The reactants are: [Br:1][C:2]1[CH:3]=[N:4][C:5]2[N:6]([N:8]=[C:9]([C:11]([OH:13])=O)[CH:10]=2)[CH:7]=1.[CH3:14][O:15][C:16]1[CH:25]=[C:24]2[C:19]([CH2:20][CH2:21][NH:22][CH2:23]2)=[CH:18][C:17]=1[OH:26]. (3) Given the product [CH2:55]1[N:46]2[C:47]3[C:48](=[CH:49][C:50](=[O:51])[C:42]4([C:34]5=[CH:35][C:36]6[O:40][CH2:39][O:38][C:37]=6[CH:41]=[C:33]5[O:57][CH2:56]4)[C:43]=3[CH:44]=[CH:45]2)[S:52][CH2:53][CH2:54]1, predict the reactants needed to synthesize it. The reactants are: N(C(OCC)=O)=NC(OCC)=O.C1(P(C2C=CC=CC=2)C2C=CC=CC=2)C=CC=CC=1.O[C:33]1[C:34]([C:42]2([CH2:56][OH:57])[C:50](=[O:51])[CH:49]=[C:48]3[S:52][CH2:53][CH2:54][CH2:55][N:46]4[C:47]3=[C:43]2[CH:44]=[CH:45]4)=[CH:35][C:36]2[O:40][CH2:39][O:38][C:37]=2[CH:41]=1. (4) Given the product [Cl:1][C:2]1[CH:3]=[C:4]2[C:9](=[C:10]([NH:14][NH2:15])[N:11]=1)[C:8](=[O:13])[NH:7][CH:6]=[CH:5]2, predict the reactants needed to synthesize it. The reactants are: [Cl:1][C:2]1[CH:3]=[C:4]2[C:9](=[C:10](Cl)[N:11]=1)[C:8](=[O:13])[NH:7][CH:6]=[CH:5]2.[NH2:14][NH2:15]. (5) Given the product [CH3:1][O:2][C:3]1[CH:4]=[CH:5][C:6]2[O:11][CH2:10][C:9](=[O:12])[N:8]([CH:22]([CH3:21])[CH2:23][N:24]3[CH2:29][CH2:28][N:27]([C:30]([O:32][C:33]([CH3:36])([CH3:35])[CH3:34])=[O:31])[CH2:26][CH2:25]3)[C:7]=2[CH:13]=1, predict the reactants needed to synthesize it. The reactants are: [CH3:1][O:2][C:3]1[CH:4]=[CH:5][C:6]2[O:11][CH2:10][C:9](=[O:12])[NH:8][C:7]=2[CH:13]=1.[H-].[Na+].CS(O[CH2:21][CH2:22][CH2:23][N:24]1[CH2:29][CH2:28][N:27]([C:30]([O:32][C:33]([CH3:36])([CH3:35])[CH3:34])=[O:31])[CH2:26][CH2:25]1)(=O)=O.C(OC(=O)NC1CCN(CCN2C3C(=CC=C(OC)C=3)C=CC2=O)CC1)(C)(C)C. (6) Given the product [CH2:1]([N:8]1[CH2:24][CH2:23][C:12]2=[C:13]([CH2:20][CH2:21][O:22][C:25]3[CH:30]=[CH:29][CH:28]=[CH:27][CH:26]=3)[C:14]3[CH:15]=[CH:16][CH:17]=[CH:18][C:19]=3[N:11]2[CH2:10][CH2:9]1)[C:2]1[CH:7]=[CH:6][CH:5]=[CH:4][CH:3]=1, predict the reactants needed to synthesize it. The reactants are: [CH2:1]([N:8]1[CH2:24][CH2:23][C:12]2=[C:13]([CH2:20][CH2:21][OH:22])[C:14]3[CH:15]=[CH:16][CH:17]=[CH:18][C:19]=3[N:11]2[CH2:10][CH2:9]1)[C:2]1[CH:7]=[CH:6][CH:5]=[CH:4][CH:3]=1.[C:25]1(O)[CH:30]=[CH:29][CH:28]=[CH:27][CH:26]=1.C1(P(C2C=CC=CC=2)C2C=CC=CC=2)C=CC=CC=1.CCOC(/N=N/C(OCC)=O)=O. (7) Given the product [Cl:1][C:2]1[N:7]=[CH:6][C:5]([O:8][C:9]2[CH:14]=[CH:13][C:12]([CH2:15][O:16][C:19]3[CH:29]=[C:23]4[N:24]([CH3:28])[CH2:25][CH2:26][CH2:27][N:22]4[C:21](=[O:30])[N:20]=3)=[CH:11][C:10]=2[F:17])=[CH:4][CH:3]=1, predict the reactants needed to synthesize it. The reactants are: [Cl:1][C:2]1[N:7]=[CH:6][C:5]([O:8][C:9]2[CH:14]=[CH:13][C:12]([CH2:15][OH:16])=[CH:11][C:10]=2[F:17])=[CH:4][CH:3]=1.Cl[C:19]1[CH:29]=[C:23]2[N:24]([CH3:28])[CH2:25][CH2:26][CH2:27][N:22]2[C:21](=[O:30])[N:20]=1. (8) Given the product [O:11]=[C:10]1[NH:9][C:8]([CH2:12][O:13][CH2:14][C:15]2[CH:20]=[CH:19][CH:18]=[CH:17][CH:16]=2)=[C:7]([C:21]([O:23][CH2:24][CH3:25])=[O:22])[CH:6]=[C:5]1[C:3]1[N:37]=[C:36]([CH2:35][S:32]([C:26]2[CH:31]=[CH:30][CH:29]=[CH:28][CH:27]=2)(=[O:34])=[O:33])[S:38][CH:2]=1, predict the reactants needed to synthesize it. The reactants are: Br[CH2:2][C:3]([C:5]1[C:10](=[O:11])[NH:9][C:8]([CH2:12][O:13][CH2:14][C:15]2[CH:20]=[CH:19][CH:18]=[CH:17][CH:16]=2)=[C:7]([C:21]([O:23][CH2:24][CH3:25])=[O:22])[CH:6]=1)=O.[C:26]1([S:32]([CH2:35][C:36](=[S:38])[NH2:37])(=[O:34])=[O:33])[CH:31]=[CH:30][CH:29]=[CH:28][CH:27]=1.C(Cl)Cl. (9) Given the product [F:41][CH:2]([F:1])[C:3]1[CH:12]=[C:11]2[C:6]([CH2:7][CH2:8][CH2:9][N:10]2[C:13]2[C:17]3[CH2:18][NH:19][CH2:20][CH2:21][C:16]=3[N:15]([C:29]3[CH:34]=[CH:33][CH:32]=[CH:31][CH:30]=3)[N:14]=2)=[CH:5][C:4]=1[C:35]1[CH:36]=[N:37][N:38]([CH3:40])[CH:39]=1, predict the reactants needed to synthesize it. The reactants are: [F:1][CH:2]([F:41])[C:3]1[CH:12]=[C:11]2[C:6]([CH2:7][CH2:8][CH2:9][N:10]2[C:13]2[C:17]3[CH2:18][N:19](C(OC(C)(C)C)=O)[CH2:20][CH2:21][C:16]=3[N:15]([C:29]3[CH:34]=[CH:33][CH:32]=[CH:31][CH:30]=3)[N:14]=2)=[CH:5][C:4]=1[C:35]1[CH:36]=[N:37][N:38]([CH3:40])[CH:39]=1.FC(F)(F)C(O)=O. (10) Given the product [O:35]=[C:34]1[N:16]([C:17]2[CH:22]=[CH:21][C:20]([N:23]3[CH2:28][CH2:27][O:26][CH2:25][C:24]3=[O:29])=[CH:19][CH:18]=2)[CH2:15][C@H:2]([CH2:3][N:4]2[C:12](=[O:13])[C:11]3[C:6](=[CH:7][CH:8]=[CH:9][CH:10]=3)[C:5]2=[O:14])[O:1]1, predict the reactants needed to synthesize it. The reactants are: [OH:1][C@@H:2]([CH2:15][NH:16][C:17]1[CH:22]=[CH:21][C:20]([N:23]2[CH2:28][CH2:27][O:26][CH2:25][C:24]2=[O:29])=[CH:19][CH:18]=1)[CH2:3][N:4]1[C:12](=[O:13])[C:11]2[C:6](=[CH:7][CH:8]=[CH:9][CH:10]=2)[C:5]1=[O:14].O.CN([CH:34]=[O:35])C.